Predict the reactants needed to synthesize the given product. From a dataset of Full USPTO retrosynthesis dataset with 1.9M reactions from patents (1976-2016). (1) Given the product [Cl:1][C:2]1[C:7]([C:8]2[O:10][C:4]([CH:3]([CH3:13])[CH3:2])=[N:11][N:12]=2)=[CH:6][N:5]=[C:4]2[N:11]([CH2:14][CH3:15])[N:12]=[CH:13][C:3]=12, predict the reactants needed to synthesize it. The reactants are: [Cl:1][C:2]1[C:7]([C:8]([OH:10])=O)=[CH:6][N:5]=[C:4]2[N:11]([CH2:14][CH3:15])[N:12]=[CH:13][C:3]=12. (2) The reactants are: [NH2:1][CH2:2][CH2:3][NH:4][CH2:5][CH2:6][OH:7].[F:8][C:9]([F:16])([F:15])[C:10](OCC)=[O:11]. Given the product [F:8][C:9]([F:16])([F:15])[C:10]([NH:1][CH2:2][CH2:3][NH:4][CH2:5][CH2:6][OH:7])=[O:11], predict the reactants needed to synthesize it. (3) Given the product [CH3:19][C:7]1[CH:6]=[CH:5][CH2:14][C:9]2([CH2:10][CH2:11][CH2:12][CH2:13]2)[C:8]=1[C:15]([O:17][CH3:18])=[O:16], predict the reactants needed to synthesize it. The reactants are: C(O[C@@H:5]1[CH2:14][C:9]2([CH2:13][CH2:12][CH2:11][CH2:10]2)[C@@H:8]([C:15]([O:17][CH3:18])=[O:16])[C:7]([CH3:19])=[CH:6]1)(=O)C.C1CCN2C(=NCCC2)CC1. (4) Given the product [Cl:2][C:3]1[CH:4]=[C:5]([NH:17][C:18]2[C:27]3[C:22](=[CH:23][CH:24]=[CH:25][C:26]=3[O:28][CH2:29][C:30]([NH:47][CH:46]3[CH2:44][CH2:45]3)=[O:31])[N:21]=[CH:20][N:19]=2)[CH:6]=[CH:7][C:8]=1[O:9][CH2:10][C:11]1[CH:16]=[CH:15][CH:14]=[CH:13][N:12]=1, predict the reactants needed to synthesize it. The reactants are: [Na+].[Cl:2][C:3]1[CH:4]=[C:5]([NH:17][C:18]2[C:27]3[C:22](=[CH:23][CH:24]=[CH:25][C:26]=3[O:28][CH2:29][C:30]([O-])=[O:31])[N:21]=[CH:20][N:19]=2)[CH:6]=[CH:7][C:8]=1[O:9][CH2:10][C:11]1[CH:16]=[CH:15][CH:14]=[CH:13][N:12]=1.CN(C(ON1N=NC2[CH:44]=[CH:45][CH:46]=[N:47]C1=2)=[N+](C)C)C.F[P-](F)(F)(F)(F)F.CCN(C(C)C)C(C)C.C1(N)CC1.